Dataset: Forward reaction prediction with 1.9M reactions from USPTO patents (1976-2016). Task: Predict the product of the given reaction. (1) Given the reactants [C:1]([C:5]1[C:9]([C:10](=O)[CH3:11])=[C:8]([OH:13])[N:7]([CH3:14])[N:6]=1)([CH3:4])([CH3:3])[CH3:2].Cl.[C:16]1([O:22][NH2:23])[CH:21]=CC=C[CH:17]=1.[C:24](=O)(O)[O-].[Na+], predict the reaction product. The product is: [C:16]([O:22][N:23]=[C:10]([CH:9]1[C:8](=[O:13])[N:7]([CH3:14])[N:6]=[C:5]1[C:1]([CH3:4])([CH3:3])[CH3:2])[CH3:11])([CH3:24])([CH3:21])[CH3:17]. (2) Given the reactants [C:1]([OH:8])(=[O:7])[CH2:2][CH2:3][C:4]([OH:6])=[O:5].O[N:10]1[C:14](=[O:15])[CH2:13][CH2:12][C:11]1=[O:16].C1(N=C=NC2CCCCC2)CCCCC1, predict the reaction product. The product is: [C:1]([OH:8])(=[O:7])[CH2:2][CH2:3][C:4]([OH:6])=[O:5].[C:11]1(=[O:16])[NH:10][C:14](=[O:15])[CH2:13][CH2:12]1. (3) Given the reactants [CH2:1]([N:3]1[C:7]([C:8]2[CH:9]=[C:10]([CH:13]=[CH:14][CH:15]=2)[C:11]#[N:12])=[CH:6][C:5]([O:16][C:17]2[CH:22]=[CH:21][C:20]([F:23])=[CH:19][C:18]=2[N+:24]([O-])=O)=[N:4]1)[CH3:2].[H][H], predict the reaction product. The product is: [NH2:24][C:18]1[CH:19]=[C:20]([F:23])[CH:21]=[CH:22][C:17]=1[O:16][C:5]1[CH:6]=[C:7]([C:8]2[CH:9]=[C:10]([CH:13]=[CH:14][CH:15]=2)[C:11]#[N:12])[N:3]([CH2:1][CH3:2])[N:4]=1. (4) Given the reactants Cl[CH2:2][C:3]([NH:5][C@H:6]([C:16]1[C:21]([C:22]2[CH:23]=[CH:24][C:25]([F:31])=[C:26]([CH:30]=2)[C:27]([NH2:29])=[O:28])=[CH:20][CH:19]=[CH:18][N:17]=1)[CH2:7][C:8]1[CH:13]=[C:12]([F:14])[CH:11]=[C:10]([F:15])[CH:9]=1)=[O:4].[NH:32]1[C:36]2[CH2:37][O:38][CH2:39][C:35]=2[C:34]([C:40]([O:42][CH3:43])=[O:41])=[N:33]1, predict the reaction product. The product is: [C:27]([C:26]1[CH:30]=[C:22]([C:21]2[C:16]([C@@H:6]([NH:5][C:3](=[O:4])[CH2:2][N:32]3[C:36]4[CH2:37][O:38][CH2:39][C:35]=4[C:34]([C:40]([O:42][CH3:43])=[O:41])=[N:33]3)[CH2:7][C:8]3[CH:13]=[C:12]([F:14])[CH:11]=[C:10]([F:15])[CH:9]=3)=[N:17][CH:18]=[CH:19][CH:20]=2)[CH:23]=[CH:24][C:25]=1[F:31])(=[O:28])[NH2:29]. (5) Given the reactants [NH2:1][C:2]1[C:7]2[N:8]=[CH:9][N:10]([C@@H:11]3[CH2:15][C@@H:14](O)[CH:13]=[CH:12]3)[C:6]=2[C:5]([F:17])=[CH:4][N:3]=1.CCN(S(F)(F)[F:24])CC.C([O-])(O)=O.[Na+], predict the reaction product. The product is: [F:17][C:5]1[C:6]2[N:10]([C@@H:11]3[CH2:15][C@H:14]([F:24])[CH:13]=[CH:12]3)[CH:9]=[N:8][C:7]=2[C:2]([NH2:1])=[N:3][CH:4]=1. (6) Given the reactants C[O:2][C:3](=O)[C@H:4]([NH:13][C:14]([O:16][C:17]([CH3:20])([CH3:19])[CH3:18])=[O:15])[CH2:5][C:6]1[CH:11]=[CH:10][C:9]([Br:12])=[CH:8][CH:7]=1.CC(C[AlH]CC(C)C)C, predict the reaction product. The product is: [C:17]([O:16][C:14](=[O:15])[NH:13][C@H:4]([CH2:5][C:6]1[CH:7]=[CH:8][C:9]([Br:12])=[CH:10][CH:11]=1)[CH:3]=[O:2])([CH3:20])([CH3:18])[CH3:19].